This data is from Full USPTO retrosynthesis dataset with 1.9M reactions from patents (1976-2016). The task is: Predict the reactants needed to synthesize the given product. (1) Given the product [F:5][C:6]1[CH:7]=[C:8]([C:13]([N:15]2[CH2:28][C:27]([CH3:30])([CH3:29])[C:26]3[C:25]4[CH:24]=[CH:23][CH:22]=[CH:21][C:20]=4[NH:19][C:18]=3[CH:17]([C:31]([O:33][CH2:34][CH3:35])=[O:32])[CH2:16]2)=[O:14])[CH:9]=[CH:10][C:11]=1[F:12], predict the reactants needed to synthesize it. The reactants are: C([BH3-])#N.[Na+].[F:5][C:6]1[CH:7]=[C:8]([C:13]([N:15]2[CH2:28][C:27]([CH3:30])([CH3:29])[C:26]3[C:25]4[CH:24]=[CH:23][CH:22]=[CH:21][C:20]=4[NH:19][C:18]=3[C:17]([C:31]([O:33][CH2:34][CH3:35])=[O:32])=[CH:16]2)=[O:14])[CH:9]=[CH:10][C:11]=1[F:12]. (2) Given the product [CH3:1][NH:2][C:3]([NH:5][CH2:6][CH2:7][O:8][C:9]1[CH:18]=[CH:17][C:16]2[C:11](=[CH:12][CH:13]=[C:14]([CH:19]([CH3:28])[CH2:20][NH:21][S:22]([CH:25]([CH3:27])[CH3:26])(=[O:24])=[O:23])[CH:15]=2)[CH:10]=1)=[O:4], predict the reactants needed to synthesize it. The reactants are: [CH3:1][N:2]=[C:3]=[O:4].[NH2:5][CH2:6][CH2:7][O:8][C:9]1[CH:10]=[C:11]2[C:16](=[CH:17][CH:18]=1)[CH:15]=[C:14]([CH:19]([CH3:28])[CH2:20][NH:21][S:22]([CH:25]([CH3:27])[CH3:26])(=[O:24])=[O:23])[CH:13]=[CH:12]2. (3) Given the product [C:2]([C:4]1[CH:5]=[C:6]([C:10]2[N:20]=[CH:19][CH:18]=[CH:17][C:11]=2[C:12]([O:14][CH2:15][CH3:16])=[O:13])[CH:7]=[CH:8][C:9]=1[O:26][CH2:27][CH2:28][C:29]1[CH:34]=[CH:33][C:32]([C:35]([CH3:38])([CH3:37])[CH3:36])=[CH:31][CH:30]=1)#[N:3], predict the reactants needed to synthesize it. The reactants are: Cl.[C:2]([C:4]1[C:5](O)=[C:6]([C:10]2[N:20]=[CH:19][CH:18]=[CH:17][C:11]=2[C:12]([O:14][CH2:15][CH3:16])=[O:13])[CH:7]=[CH:8][CH:9]=1)#[N:3].CS([O:26][CH2:27][CH2:28][C:29]1[CH:34]=[CH:33][C:32]([C:35]([CH3:38])([CH3:37])[CH3:36])=[CH:31][CH:30]=1)(=O)=O.C(=O)([O-])[O-].[K+].[K+]. (4) Given the product [CH:34]1([NH:37][C:30]([C:29]2[CH:28]=[N:27][N:24]3[CH:25]=[CH:26][C:21]([N:17]4[CH2:18][CH2:19][CH2:20][C@@H:16]4[C:10]4[CH:11]=[C:12]([F:15])[CH:13]=[CH:14][C:9]=4[O:8][CH2:7][CH:5]4[CH2:4][O:3][C:2]([CH3:33])([CH3:1])[O:6]4)=[N:22][C:23]=23)=[O:32])[CH2:36][CH2:35]1, predict the reactants needed to synthesize it. The reactants are: [CH3:1][C:2]1([CH3:33])[O:6][CH:5]([CH2:7][O:8][C:9]2[CH:14]=[CH:13][C:12]([F:15])=[CH:11][C:10]=2[C@H:16]2[CH2:20][CH2:19][CH2:18][N:17]2[C:21]2[CH:26]=[CH:25][N:24]3[N:27]=[CH:28][C:29]([C:30]([OH:32])=O)=[C:23]3[N:22]=2)[CH2:4][O:3]1.[CH:34]1([NH2:37])[CH2:36][CH2:35]1. (5) Given the product [Cl:26][C:24]1[C:25]2=[C:17]([CH:15]=[O:16])[CH:18]=[CH:19][N:20]2[N:21]=[CH:22][N:23]=1, predict the reactants needed to synthesize it. The reactants are: [Si](O[C@H]1CC[C@H]([CH:15]([C:17]2[CH:18]=[CH:19][N:20]3[C:25]=2[C:24]([Cl:26])=[N:23][CH:22]=[N:21]3)[OH:16])CC1)(C(C)(C)C)(C)C.ClC1C=C(N)C=CC=1F.C([O-])(O)=O.[Na+]. (6) Given the product [CH3:29][C:28]1[N:27]=[N:26][C:25]2=[N:30][N:31]3[C:4](=[O:21])[CH:5]=[C:6]([CH:8]4[CH2:9][CH2:10][N:11]([C:14]([O:16][C:17]([CH3:18])([CH3:19])[CH3:20])=[O:15])[CH2:12][CH2:13]4)[NH:33][C:32]3=[C:24]2[C:23]=1[CH3:22], predict the reactants needed to synthesize it. The reactants are: C(O[C:4](=[O:21])[CH2:5][C:6]([CH:8]1[CH2:13][CH2:12][N:11]([C:14]([O:16][C:17]([CH3:20])([CH3:19])[CH3:18])=[O:15])[CH2:10][CH2:9]1)=O)C.[CH3:22][C:23]1[C:28]([CH3:29])=[N:27][N:26]=[C:25]2[NH:30][N:31]=[C:32]([NH2:33])[C:24]=12.P([O-])([O-])([O-])=O.[K+].[K+].[K+]. (7) Given the product [Cl:8][C:7]1[C:2]([C:10]2[CH:15]=[CH:14][C:13]([CH3:16])=[CH:12][CH:11]=2)=[N:3][CH:4]=[CH:5][CH:6]=1, predict the reactants needed to synthesize it. The reactants are: Cl[C:2]1[C:7]([Cl:8])=[CH:6][CH:5]=[CH:4][N:3]=1.B(O)(O)[C:10]1[CH:11]=[CH:12][C:13]([CH3:16])=[CH:14][CH:15]=1.C(=O)([O-])[O-].[Na+].[Na+]. (8) Given the product [F:1][C:2]1[CH:3]=[CH:4][C:5]([C:6]([CH:8]2[CH2:13][CH2:12][N:11]([CH2:17][CH:18]([O:16][C:27](=[O:28])[NH2:29])[CH2:19][O:20][C:21]3[CH:22]=[CH:23][CH:24]=[CH:25][CH:26]=3)[CH2:10][CH2:9]2)=[O:7])=[CH:14][CH:15]=1, predict the reactants needed to synthesize it. The reactants are: [F:1][C:2]1[CH:15]=[CH:14][C:5]([C:6]([CH:8]2[CH2:13][CH2:12][NH:11][CH2:10][CH2:9]2)=[O:7])=[CH:4][CH:3]=1.[O:16]1[CH:18]([CH2:19][O:20][C:21]2[CH:26]=[CH:25][CH:24]=[CH:23][CH:22]=2)[CH2:17]1.[C:27](N1C=CN=C1)([N:29]1C=CN=C1)=[O:28].[OH-].[NH4+].